From a dataset of Peptide-MHC class II binding affinity with 134,281 pairs from IEDB. Regression. Given a peptide amino acid sequence and an MHC pseudo amino acid sequence, predict their binding affinity value. This is MHC class II binding data. The peptide sequence is LVKYVNGDGDVVAVD. The MHC is DRB1_1602 with pseudo-sequence DRB1_1602. The binding affinity (normalized) is 0.406.